This data is from Forward reaction prediction with 1.9M reactions from USPTO patents (1976-2016). The task is: Predict the product of the given reaction. (1) The product is: [Br:23][C:24]1[CH:25]=[C:26]([O:8][C:5]2[C:4]([CH3:9])=[N:3][N:2]([CH3:1])[C:6]=2[CH3:7])[C:27]([C:30]#[N:31])=[N:28][CH:29]=1. Given the reactants [CH3:1][N:2]1[C:6]([CH3:7])=[C:5]([OH:8])[C:4]([CH3:9])=[N:3]1.CN(C=O)C.O1CCOCC1.[H-].[Na+].[Br:23][C:24]1[CH:25]=[C:26]([N+]([O-])=O)[C:27]([C:30]#[N:31])=[N:28][CH:29]=1, predict the reaction product. (2) Given the reactants Cl.CN(C)CCCN=C=NCC.[OH:13][C@@H:14]([C:16]1[N:20]([CH2:21][CH2:22][CH3:23])[C:19](=[O:24])[N:18]([CH2:25][C:26]2[CH:31]=[CH:30][C:29]([CH3:32])=[CH:28][CH:27]=2)[N:17]=1)[CH3:15].[C:33]([O:37][C:38](=[O:52])[C:39]([CH3:51])([S:41][C:42]1[CH:50]=[CH:49][C:45]([C:46](O)=[O:47])=[CH:44][CH:43]=1)[CH3:40])([CH3:36])([CH3:35])[CH3:34], predict the reaction product. The product is: [C:33]([O:37][C:38](=[O:52])[C:39]([CH3:40])([S:41][C:42]1[CH:50]=[CH:49][C:45]([C:46]([O:13][C@@H:14]([C:16]2[N:20]([CH2:21][CH2:22][CH3:23])[C:19](=[O:24])[N:18]([CH2:25][C:26]3[CH:27]=[CH:28][C:29]([CH3:32])=[CH:30][CH:31]=3)[N:17]=2)[CH3:15])=[O:47])=[CH:44][CH:43]=1)[CH3:51])([CH3:34])([CH3:35])[CH3:36]. (3) Given the reactants [CH3:1][C:2]1[C:6]([S:7]([Cl:10])(=[O:9])=[O:8])=[C:5](C)[NH:4][N:3]=1.[CH3:12]N1C=CC(C)=N1, predict the reaction product. The product is: [CH3:12][N:4]1[CH:5]=[C:6]([S:7]([Cl:10])(=[O:9])=[O:8])[C:2]([CH3:1])=[N:3]1. (4) Given the reactants C([SiH](CC)CC)C.[O-]C(C(F)(F)F)=O.[Cl-].[Cl:16]C1C=CC=C2C=1OC1(CC[NH2+]CC1)CC2.[Cl:32][C:33]1[CH:34]=[CH:35][CH:36]=[C:37]2[C:47]=1[O:46][C:40]1([CH2:45][CH2:44][NH2+:43][CH2:42][CH2:41]1)[CH2:39][CH2:38]2, predict the reaction product. The product is: [Cl-:16].[Cl:32][C:33]1[CH:34]=[CH:35][CH:36]=[C:37]2[C:47]=1[O:46][C:40]1([CH2:41][CH2:42][NH2+:43][CH2:44][CH2:45]1)[CH2:39][CH2:38]2.